This data is from Reaction yield outcomes from USPTO patents with 853,638 reactions. The task is: Predict the reaction yield, written as a fraction of the theoretical maximum amount of product (1.0 means a 100% yield; for example, 0.34 means a 34% yield). (1) The catalyst is C(Cl)Cl. The product is [NH2:1][C@@H:2]([CH2:27][C:28]1[CH:33]=[CH:32][C:31]([C:34]([F:35])([F:37])[F:36])=[CH:30][CH:29]=1)[CH2:3][NH:4][C:12]1[S:13][C:14]([C:17]2[CH:18]=[C:19]3[C:24](=[CH:25][CH:26]=2)[N:23]=[CH:22][N:21]=[CH:20]3)=[N:15][N:16]=1. The yield is 0.0700. The reactants are [NH2:1][C@@H:2]([CH2:27][C:28]1[CH:33]=[CH:32][C:31]([C:34]([F:37])([F:36])[F:35])=[CH:30][CH:29]=1)[CH2:3][N:4]([C:12]1[S:13][C:14]([C:17]2[CH:18]=[C:19]3[C:24](=[CH:25][CH:26]=2)[N:23]=[CH:22][N:21]=[CH:20]3)=[N:15][N:16]=1)C(=O)OC(C)(C)C.C(O)(C(F)(F)F)=O. (2) The reactants are [C:1]([O:5][CH:6]([C:10]1[N:15]([CH3:16])[C:14](=[O:17])[C:13]2[NH:18][CH:19]=[CH:20][C:12]=2[C:11]=1[C:21]1[CH:26]=[CH:25][C:24]([CH3:27])=[CH:23][CH:22]=1)[C:7]([OH:9])=[O:8])([CH3:4])([CH3:3])[CH3:2].[Si](C=[N+]=[N-])(C)(C)[CH3:29]. The catalyst is CO. The product is [C:1]([O:5][CH:6]([C:10]1[N:15]([CH3:16])[C:14](=[O:17])[C:13]2[NH:18][CH:19]=[CH:20][C:12]=2[C:11]=1[C:21]1[CH:22]=[CH:23][C:24]([CH3:27])=[CH:25][CH:26]=1)[C:7]([O:9][CH3:29])=[O:8])([CH3:4])([CH3:3])[CH3:2]. The yield is 0.410. (3) The reactants are [Cl:1][C:2]1[CH:7]=[CH:6][CH:5]=[C:4]([Cl:8])[C:3]=1[C:9]1[C:13]([CH2:14][O:15][C:16]2[N:21]=[CH:20][C:19]([C:22]3[CH:30]=[C:29]4[C:25]([C:26]([C:31]([O:33]C)=[O:32])=[CH:27][NH:28]4)=[CH:24][CH:23]=3)=[CH:18][CH:17]=2)=[C:12]([CH:35]([CH3:37])[CH3:36])[O:11][N:10]=1.O1CCCC1.[OH-].[Na+]. The catalyst is CO. The product is [Cl:1][C:2]1[CH:7]=[CH:6][CH:5]=[C:4]([Cl:8])[C:3]=1[C:9]1[C:13]([CH2:14][O:15][C:16]2[N:21]=[CH:20][C:19]([C:22]3[CH:30]=[C:29]4[C:25]([C:26]([C:31]([OH:33])=[O:32])=[CH:27][NH:28]4)=[CH:24][CH:23]=3)=[CH:18][CH:17]=2)=[C:12]([CH:35]([CH3:37])[CH3:36])[O:11][N:10]=1. The yield is 0.340. (4) The reactants are [CH2:1]([O:8][C:9]([NH:11][NH:12][C@@H:13]([C:17]([CH3:20])([CH3:19])[CH3:18])[CH2:14][CH:15]=[CH2:16])=[O:10])[C:2]1[CH:7]=[CH:6][CH:5]=[CH:4][CH:3]=1.C([O-])([O-])=O.[K+].[K+].[CH3:27][C:28]1[CH:29]=[C:30]([CH:34]=[C:35]([CH3:37])[CH:36]=1)[C:31](Cl)=[O:32]. The catalyst is C(Cl)Cl. The product is [CH2:1]([O:8][C:9]([NH:11][N:12]([C@@H:13]([C:17]([CH3:20])([CH3:19])[CH3:18])[CH2:14][CH:15]=[CH2:16])[C:31](=[O:32])[C:30]1[CH:34]=[C:35]([CH3:37])[CH:36]=[C:28]([CH3:27])[CH:29]=1)=[O:10])[C:2]1[CH:7]=[CH:6][CH:5]=[CH:4][CH:3]=1. The yield is 0.889.